From a dataset of Forward reaction prediction with 1.9M reactions from USPTO patents (1976-2016). Predict the product of the given reaction. (1) Given the reactants Cl.Cl.[Cl:3][C:4]1[CH:16]=[CH:15][C:7]([CH2:8][N:9]2[CH2:14][CH2:13][NH:12][CH2:11][CH2:10]2)=[CH:6][CH:5]=1.C(N(CC)CC)C.[Cl:24][CH2:25][C:26]([C:28]1[CH:33]=[CH:32][CH:31]=[CH:30][CH:29]=1)=[O:27], predict the reaction product. The product is: [ClH:3].[ClH:24].[Cl:3][C:4]1[CH:16]=[CH:15][C:7]([CH2:8][N:9]2[CH2:14][CH2:13][N:12]([CH2:25][C:26]([C:28]3[CH:33]=[CH:32][CH:31]=[CH:30][CH:29]=3)=[O:27])[CH2:11][CH2:10]2)=[CH:6][CH:5]=1. (2) Given the reactants Cl[CH2:2][C:3]1[N:4]=[N:5][C:6]2[C:7](=[C:9]([NH2:14])[N:10]=[C:11]([NH2:13])[N:12]=2)[N:8]=1.[CH2:15]([N:22]1[CH2:27][CH2:26][NH:25][CH2:24][CH2:23]1)[C:16]1[CH:21]=[CH:20][CH:19]=[CH:18][CH:17]=1, predict the reaction product. The product is: [CH2:15]([N:22]1[CH2:27][CH2:26][N:25]([CH2:2][C:3]2[N:4]=[N:5][C:6]3[C:7](=[C:9]([NH2:14])[N:10]=[C:11]([NH2:13])[N:12]=3)[N:8]=2)[CH2:24][CH2:23]1)[C:16]1[CH:17]=[CH:18][CH:19]=[CH:20][CH:21]=1. (3) Given the reactants [CH3:1][O:2][C:3]1[CH:4]=[C:5]([CH:10]=[CH:11][C:12]=1[N+:13]([O-:15])=[O:14])[O:6][CH2:7][CH2:8][OH:9].N1C=CC=CC=1.[C:22](Cl)(=[O:24])[CH3:23], predict the reaction product. The product is: [C:22]([O:9][CH2:8][CH2:7][O:6][C:5]1[CH:10]=[CH:11][C:12]([N+:13]([O-:15])=[O:14])=[C:3]([O:2][CH3:1])[CH:4]=1)(=[O:24])[CH3:23]. (4) The product is: [O:63]1[CH:61]=[CH:62][CH:65]=[C:64]1[C:4]([O:60][C:42]12[C:52]3[C:57](=[C:56]([NH2:35])[CH:55]=[CH:54][CH:53]=3)[C:58](=[O:59])[C:41]1([NH:40][C:30]([C:26]1[O:25][CH:29]=[CH:28][CH:27]=1)=[O:32])[C:45]1[CH:46]=[CH:47][C:48]([O:50][CH3:51])=[CH:49][C:44]=1[O:43]2)=[O:8]. Given the reactants CN([C:4]([O:8]N1N=NC2C=CC=NC1=2)=[N+](C)C)C.F[P-](F)(F)(F)(F)F.[O:25]1[CH:29]=[CH:28][CH:27]=[C:26]1[C:30]([OH:32])=O.CC[N:35](CC)CC.[NH2:40][C:41]12[C:58](=[O:59])[C:57]3[C:52](=[CH:53][CH:54]=[CH:55][CH:56]=3)[C:42]1([OH:60])[O:43][C:44]1[CH:49]=[C:48]([O:50][CH3:51])[CH:47]=[CH:46][C:45]=12.[CH2:61]([O:63][C:64](=O)[CH3:65])[CH3:62], predict the reaction product. (5) Given the reactants [CH3:1][N:2]([CH3:13])[N:3]=[C:4]1[CH2:9][CH2:8][N:7]([N:10]([CH3:12])[CH3:11])[CH2:6][CH2:5]1.C[Si]([C:18]#[N:19])(C)C, predict the reaction product. The product is: [CH3:11][N:10]([CH3:12])[N:7]1[CH2:8][CH2:9][C:4]([NH:3][N:2]([CH3:13])[CH3:1])([C:18]#[N:19])[CH2:5][CH2:6]1. (6) Given the reactants Cl[C:2]1[C:7]([NH:8][CH:9]=O)=[C:6]([NH:11][C@@H:12]2[CH2:16][C@H:15]([CH2:17][OH:18])[CH:14]=[CH:13]2)[N:5]=[C:4]([NH:19][C:20](=[O:24])[CH:21]([CH3:23])[CH3:22])[N:3]=1.C(O)(C)C.Cl.C(OCC)(OCC)OCC.C([O-])(O)=O.[Na+].[CH:45]1([NH2:48])[CH2:47][CH2:46]1, predict the reaction product. The product is: [CH:45]1([NH:48][C:2]2[N:3]=[C:4]([NH:19][C:20](=[O:24])[CH:21]([CH3:23])[CH3:22])[N:5]=[C:6]3[C:7]=2[N:8]=[CH:9][N:11]3[C@@H:12]2[CH2:16][C@H:15]([CH2:17][OH:18])[CH:14]=[CH:13]2)[CH2:47][CH2:46]1. (7) Given the reactants [CH2:1]([O:8][C:9]1[N:14]=[CH:13][N:12]([CH2:15][C:16]([C:18]2[CH:23]=[CH:22][C:21]([CH2:24]Br)=[CH:20][CH:19]=2)=[O:17])[C:11](=[O:26])[CH:10]=1)[C:2]1[CH:7]=[CH:6][CH:5]=[CH:4][CH:3]=1.[NH:27]1[CH2:31][CH2:30][CH2:29][CH2:28]1, predict the reaction product. The product is: [CH2:1]([O:8][C:9]1[N:14]=[CH:13][N:12]([CH2:15][C:16](=[O:17])[C:18]2[CH:23]=[CH:22][C:21]([CH2:24][N:27]3[CH2:31][CH2:30][CH2:29][CH2:28]3)=[CH:20][CH:19]=2)[C:11](=[O:26])[CH:10]=1)[C:2]1[CH:7]=[CH:6][CH:5]=[CH:4][CH:3]=1. (8) Given the reactants [C:1]([N:8]1[CH2:13][CH2:12][C:11](=[O:14])[CH2:10][CH2:9]1)([O:3][C:4]([CH3:7])([CH3:6])[CH3:5])=[O:2].[Br:15]Br, predict the reaction product. The product is: [C:1]([N:8]1[CH2:13][CH2:12][C:11](=[O:14])[CH:10]([Br:15])[CH2:9]1)([O:3][C:4]([CH3:7])([CH3:6])[CH3:5])=[O:2].